Predict the reactants needed to synthesize the given product. From a dataset of Full USPTO retrosynthesis dataset with 1.9M reactions from patents (1976-2016). (1) Given the product [CH2:20]([O:22][C:23]([C:25]1([C:28]2[CH:33]=[CH:32][C:31]([C:2]3[CH:7]=[CH:6][C:5]([C:8]4[O:12][N:11]=[C:10]([CH3:13])[C:9]=4[CH2:14][NH:15][CH2:16][CH:17]4[CH2:19][CH2:18]4)=[CH:4][CH:3]=3)=[CH:30][CH:29]=2)[CH2:26][CH2:27]1)=[O:24])[CH3:21], predict the reactants needed to synthesize it. The reactants are: Br[C:2]1[CH:7]=[CH:6][C:5]([C:8]2[O:12][N:11]=[C:10]([CH3:13])[C:9]=2[CH2:14][NH:15][CH2:16][CH:17]2[CH2:19][CH2:18]2)=[CH:4][CH:3]=1.[CH2:20]([O:22][C:23]([C:25]1([C:28]2[CH:33]=[CH:32][C:31](B3OC(C)(C)C(C)(C)O3)=[CH:30][CH:29]=2)[CH2:27][CH2:26]1)=[O:24])[CH3:21]. (2) Given the product [F:13][C:14]([F:27])([O:18][C:19]1[CH:20]=[C:21]([CH2:22][NH:1][C:2]2[CH:3]=[C:4]([CH:10]=[CH:11][CH:12]=2)[C:5]([O:7][CH2:8][CH3:9])=[O:6])[CH:24]=[CH:25][CH:26]=1)[CH:15]([F:16])[F:17], predict the reactants needed to synthesize it. The reactants are: [NH2:1][C:2]1[CH:3]=[C:4]([CH:10]=[CH:11][CH:12]=1)[C:5]([O:7][CH2:8][CH3:9])=[O:6].[F:13][C:14]([F:27])([O:18][C:19]1[CH:20]=[C:21]([CH:24]=[CH:25][CH:26]=1)[CH:22]=O)[CH:15]([F:17])[F:16].C(O)(=O)C.[BH-](OC(C)=O)(OC(C)=O)OC(C)=O.[Na+]. (3) Given the product [CH3:10][C:5]1[C:4]2[N:11]=[C:15]([C@@H:14]([OH:13])[CH3:18])[NH:12][C:3]=2[C:2]([CH3:1])=[C:7]([CH3:8])[C:6]=1[CH3:9], predict the reactants needed to synthesize it. The reactants are: [CH3:1][C:2]1[C:7]([CH3:8])=[C:6]([CH3:9])[C:5]([CH3:10])=[C:4]([NH2:11])[C:3]=1[NH2:12].[OH:13][C@@H:14]([CH3:18])[C:15](O)=O.ClC1C=C(N=C=O)C=CC=1Cl. (4) Given the product [CH3:17][C:18]([S:28]([CH3:31])(=[O:29])=[O:30])([CH2:24][CH2:25][CH:26]=[CH2:27])[C:19]([O:21][CH2:22][CH3:23])=[O:20], predict the reactants needed to synthesize it. The reactants are: CS(C(C)C(OCC)=O)(=O)=O.BrCCC=C.[CH3:17][C:18]([S:28]([CH3:31])(=[O:30])=[O:29])([CH2:24][CH2:25][C:26]#[CH:27])[C:19]([O:21][CH2:22][CH3:23])=[O:20]. (5) Given the product [O:10]([CH2:17][CH2:18][O:19][C:20](=[O:27])[C:21](=[CH2:22])[CH2:23][C:24]([O:9][CH2:8][CH2:7][C:1]1[CH:6]=[CH:5][CH:4]=[CH:3][CH:2]=1)=[O:25])[C:11]1[CH:16]=[CH:15][CH:14]=[CH:13][CH:12]=1, predict the reactants needed to synthesize it. The reactants are: [C:1]1([CH2:7][CH2:8][OH:9])[CH:6]=[CH:5][CH:4]=[CH:3][CH:2]=1.[O:10]([CH2:17][CH2:18][OH:19])[C:11]1[CH:16]=[CH:15][CH:14]=[CH:13][CH:12]=1.[C:20](O)(=[O:27])[C:21]([CH2:23][C:24](O)=[O:25])=[CH2:22].CS(O)(=O)=O. (6) Given the product [CH3:14][NH:1][C:2]1[CH:7]=[C:6]([C:8]([CH2:11][CH3:12])([CH3:9])[CH3:10])[CH:5]=[CH:4][C:3]=1[OH:13], predict the reactants needed to synthesize it. The reactants are: [NH2:1][C:2]1[CH:7]=[C:6]([C:8]([CH2:11][CH3:12])([CH3:10])[CH3:9])[CH:5]=[CH:4][C:3]=1[OH:13].[C:14](=O)([O-])[O-].[K+].[K+].CI. (7) Given the product [ClH:22].[Cl:22][C:17]1[CH:18]=[CH:19][CH:20]=[CH:21][C:16]=1[S:15][C:4]1[C:5]([NH:8][C:9]2[S:10][CH:11]=[C:12]([CH3:14])[N:13]=2)=[N:6][CH:7]=[C:2]([S:29][C:23]2[CH:28]=[CH:27][CH:26]=[CH:25][CH:24]=2)[CH:3]=1, predict the reactants needed to synthesize it. The reactants are: Br[C:2]1[CH:3]=[C:4]([S:15][C:16]2[CH:21]=[CH:20][CH:19]=[CH:18][C:17]=2[Cl:22])[C:5]([NH:8][C:9]2[S:10][CH:11]=[C:12]([CH3:14])[N:13]=2)=[N:6][CH:7]=1.[C:23]1([SH:29])[CH:28]=[CH:27][CH:26]=[CH:25][CH:24]=1.